This data is from Full USPTO retrosynthesis dataset with 1.9M reactions from patents (1976-2016). The task is: Predict the reactants needed to synthesize the given product. (1) Given the product [CH2:15]([O:14][C:12](/[CH:38]=[CH:1]/[C:3]1[CH:11]=[CH:10][C:6]([C:7]([OH:9])=[O:8])=[CH:5][CH:4]=1)=[O:13])[CH3:16], predict the reactants needed to synthesize it. The reactants are: [CH:1]([C:3]1[CH:11]=[CH:10][C:6]([C:7]([OH:9])=[O:8])=[CH:5][CH:4]=1)=O.[C:12](P(C1C=CC=CC=1)(C1C=CC=CC=1)C1C=CC=CC=1)([O:14][CH2:15][CH3:16])=[O:13].[OH-].[Na+].[CH2:38]1COCC1. (2) Given the product [C:27]([N:3]1[CH2:8][CH2:7][CH:6]([CH2:9][CH2:10][N:11]2[CH2:16][CH2:15][CH:14]([N:17]3[C:21]4[CH:22]=[CH:23][CH:24]=[CH:25][C:20]=4[NH:19][C:18]3=[O:26])[CH2:13][CH2:12]2)[CH2:5][CH2:4]1)(=[O:34])[C:28]1[CH:33]=[CH:32][CH:31]=[CH:30][CH:29]=1, predict the reactants needed to synthesize it. The reactants are: Cl.Cl.[NH:3]1[CH2:8][CH2:7][CH:6]([CH2:9][CH2:10][N:11]2[CH2:16][CH2:15][CH:14]([N:17]3[C:21]4[CH:22]=[CH:23][CH:24]=[CH:25][C:20]=4[NH:19][C:18]3=[O:26])[CH2:13][CH2:12]2)[CH2:5][CH2:4]1.[C:27](Cl)(=[O:34])[C:28]1[CH:33]=[CH:32][CH:31]=[CH:30][CH:29]=1.C(N(C(C)C)CC)(C)C.N1CCCCC1. (3) Given the product [CH3:4][C:5]1[C:7]2[C:8]([OH:14])=[CH:9][CH:10]=[CH:11][C:12]=2[NH:3][N:2]=1, predict the reactants needed to synthesize it. The reactants are: O.[NH2:2][NH2:3].[CH3:4][C:5]([C:7]1[C:8]([OH:14])=[CH:9][CH:10]=[CH:11][C:12]=1O)=O.C(OC(=O)C)(=O)C.[OH-].[Na+]. (4) Given the product [CH3:21][N:22]([CH3:26])[C:23](=[O:24])[O:18][C:15]1[CH:16]=[C:17]2[C:12]([CH2:11][CH2:10][CH2:9][N:8]2[CH2:1][C:2]2[CH:3]=[CH:4][CH:5]=[CH:6][CH:7]=2)=[CH:13][CH:14]=1, predict the reactants needed to synthesize it. The reactants are: [CH2:1]([N:8]1[C:17]2[C:12](=[CH:13][CH:14]=[C:15]([OH:18])[CH:16]=2)[CH2:11][CH2:10][CH2:9]1)[C:2]1[CH:7]=[CH:6][CH:5]=[CH:4][CH:3]=1.[H-].[Na+].[CH3:21][N:22]([CH3:26])[C:23](Cl)=[O:24]. (5) Given the product [NH:14]1[C:15]2[C:20](=[CH:19][CH:18]=[CH:17][CH:16]=2)[C:12]2([C:4]3[C:5]4[O:10][CH2:9][CH2:8][O:7][C:6]=4[CH:11]=[CH:2][C:3]=3[O:36][CH2:35]2)[C:13]1=[O:34], predict the reactants needed to synthesize it. The reactants are: Cl[C:2]1[C:3]2[O:36][CH2:35][C:12]3([C:20]4[C:15](=[CH:16][CH:17]=[CH:18][CH:19]=4)[N:14](C(C4C=CC=CC=4)C4C=CC=CC=4)[C:13]3=[O:34])[C:4]=2[C:5]2[O:10][CH2:9][CH2:8][O:7][C:6]=2[CH:11]=1.C(OCC)(=O)C.[H][H]. (6) The reactants are: [Cl:1][C:2]1[C:12]([C:13]#[N:14])=[C:6]2[CH:7]=[N:8][CH2:9][CH2:10][O:11][C:5]2=[C:4]([CH:15]([OH:17])[CH3:16])[CH:3]=1.[BH4-].[Na+].O. Given the product [Cl:1][C:2]1[C:12]([C:13]#[N:14])=[C:6]2[CH2:7][NH:8][CH2:9][CH2:10][O:11][C:5]2=[C:4]([CH:15]([OH:17])[CH3:16])[CH:3]=1, predict the reactants needed to synthesize it. (7) Given the product [NH2:1][C:2]1[N:3]=[CH:4][C:5]([CH2:8][CH2:9][C:10]#[N:11])=[N:6][C:7]=1[Br:19], predict the reactants needed to synthesize it. The reactants are: [NH2:1][C:2]1[N:3]=[CH:4][C:5]([CH2:8][CH2:9][C:10]#[N:11])=[N:6][CH:7]=1.C1C(=O)N([Br:19])C(=O)C1.